The task is: Predict which catalyst facilitates the given reaction.. This data is from Catalyst prediction with 721,799 reactions and 888 catalyst types from USPTO. (1) Reactant: [Cl:1][C:2]1[CH:7]=[CH:6][C:5]([CH2:8][C:9]([C:11]2[CH:16]=[CH:15][CH:14]=[C:13]([I:17])[C:12]=2[F:18])=[O:10])=[C:4]([F:19])[CH:3]=1.[Li+].C[Si]([N-][Si](C)(C)C)(C)C.[C:30](#[N:33])[CH:31]=[CH2:32]. Product: [Cl:1][C:2]1[CH:7]=[CH:6][C:5]([CH:8]([C:9]([C:11]2[CH:16]=[CH:15][CH:14]=[C:13]([I:17])[C:12]=2[F:18])=[O:10])[CH2:32][CH2:31][C:30]#[N:33])=[C:4]([F:19])[CH:3]=1. The catalyst class is: 1. (2) Product: [Br:4][C:1]1[C:11]([CH3:10])=[CH:6][N+:7]([O-:16])=[C:8]([CH3:9])[CH:2]=1. The catalyst class is: 15. Reactant: [C:1]([Br:4])(=O)[CH3:2].C[C:6]1[CH:11]=[C:10]([N+]([O-])=O)[C:9](C)=[CH:8][N+:7]=1[O-:16].[OH-].[Na+]. (3) Reactant: [CH3:1][O:2][C:3]1[CH:29]=[CH:28][C:6]2[N:7]=[C:8]([NH:10][C:11]3[CH:16]=[C:15]([CH2:17][C:18]4[CH:23]=[CH:22][CH:21]=[CH:20][CH:19]=4)[N:14]=[C:13](S(C)(=O)=O)[N:12]=3)[S:9][C:5]=2[CH:4]=1.[NH2:30][C@H:31]1[CH2:36][CH2:35][C@H:34]([OH:37])[CH2:33][CH2:32]1. Product: [CH3:1][O:2][C:3]1[CH:29]=[CH:28][C:6]2[N:7]=[C:8]([NH:10][C:11]3[CH:16]=[C:15]([CH2:17][C:18]4[CH:19]=[CH:20][CH:21]=[CH:22][CH:23]=4)[N:14]=[C:13]([NH:30][C@H:31]4[CH2:36][CH2:35][C@H:34]([OH:37])[CH2:33][CH2:32]4)[N:12]=3)[S:9][C:5]=2[CH:4]=1. The catalyst class is: 32. (4) Reactant: [CH3:1][N:2]1[CH2:7][CH:6]=[C:5]([C:8]2[N:13]=[N:12][C:11]([NH2:14])=[CH:10][CH:9]=2)[CH2:4][CH2:3]1. Product: [CH3:1][N:2]1[CH2:3][CH2:4][CH:5]([C:8]2[N:13]=[N:12][C:11]([NH2:14])=[CH:10][CH:9]=2)[CH2:6][CH2:7]1. The catalyst class is: 50. (5) Reactant: [F:1][C:2]([F:23])([F:22])[C:3]1[C:4](=[O:21])[CH:5]2[CH2:20][C:8]3([C:19]=1[C:18]1[CH:17]=[CH:16][C:15]4[NH:14][N:13]=[CH:12][C:11]=4[C:10]=1[CH2:9]3)[CH2:7][CH2:6]2. Product: [F:22][C:2]([F:1])([F:23])[C:3]1[C:4](=[O:21])[C@H:5]2[CH2:20][C@@:8]3([C:19]=1[C:18]1[CH:17]=[CH:16][C:15]4[NH:14][N:13]=[CH:12][C:11]=4[C:10]=1[CH2:9]3)[CH2:7][CH2:6]2. The catalyst class is: 357. (6) Reactant: [Cl:1][C:2]1[CH:7]=[CH:6][C:5]([C:8]2[N:12]([CH:13]([CH:16]3[CH2:21][CH2:20][CH2:19][CH2:18][CH2:17]3)[CH2:14][OH:15])[C:11]3[CH:22]=[C:23]([F:27])[C:24]([F:26])=[CH:25][C:10]=3[N:9]=2)=[CH:4][CH:3]=1.Br[C:29]1[N:34]=[C:33]([C:35]([O:37][CH2:38][CH3:39])=[O:36])[CH:32]=[CH:31][CH:30]=1. Product: [CH2:38]([O:37][C:35]([C:33]1[CH:32]=[CH:31][CH:30]=[C:29]([O:15][CH2:14][CH:13]([N:12]2[C:11]3[CH:22]=[C:23]([F:27])[C:24]([F:26])=[CH:25][C:10]=3[N:9]=[C:8]2[C:5]2[CH:6]=[CH:7][C:2]([Cl:1])=[CH:3][CH:4]=2)[CH:16]2[CH2:17][CH2:18][CH2:19][CH2:20][CH2:21]2)[N:34]=1)=[O:36])[CH3:39]. The catalyst class is: 644. (7) Reactant: [Cl:1][C:2]1[CH:3]=[C:4]([N:9]2[C:13](=[O:14])[CH2:12][N:11]([CH3:15])[C:10]2=[O:16])[CH:5]=[C:6]([Cl:8])[CH:7]=1.[C:17]([C:19]1[CH:26]=[CH:25][C:22]([CH:23]=O)=[CH:21][CH:20]=1)#[N:18].N1CCCC1=O.C1COCC1. Product: [Cl:8][C:6]1[CH:5]=[C:4]([N:9]2[C:13](=[O:14])/[C:12](=[CH:23]\[C:22]3[CH:25]=[CH:26][C:19]([C:17]#[N:18])=[CH:20][CH:21]=3)/[N:11]([CH3:15])[C:10]2=[O:16])[CH:3]=[C:2]([Cl:1])[CH:7]=1. The catalyst class is: 14. (8) Reactant: [C:1]1([CH2:7][C@@H:8]([NH:21][C:22]2[S:23][C:24]([C:27]3[CH:32]=[CH:31][C:30]4[CH:33]=[N:34][CH:35]=[C:36]([CH:37]=[CH2:38])[C:29]=4[N:28]=3)=[N:25][N:26]=2)[CH2:9][N:10]2C(=O)C3C=CC=CC=3C2=O)[CH:6]=[CH:5][CH:4]=[CH:3][CH:2]=1.BrC1C2N=C(C3SC(N[C@H](CC4C=CC=CC=4)CN4C(=O)C5C=CC=CC=5C4=O)=NN=3)C=CC=2C=NC=1.C(C([Sn])=C(CCCC)CCCC)CCC.O. Product: [NH2:10][CH2:9][C@H:8]([NH:21][C:22]1[S:23][C:24]([C:27]2[CH:32]=[CH:31][C:30]3[CH:33]=[N:34][CH:35]=[C:36]([CH2:37][CH3:38])[C:29]=3[N:28]=2)=[N:25][N:26]=1)[CH2:7][C:1]1[CH:6]=[CH:5][CH:4]=[CH:3][CH:2]=1. The catalyst class is: 558. (9) Reactant: [N:1]([C@@H:4]1[C@@H:8]([CH2:9][O:10][Si:11]([C:14]([CH3:17])([CH3:16])[CH3:15])([CH3:13])[CH3:12])[O:7][C@@H:6](N2C=CC(=O)NC2=O)[CH2:5]1)=[N+:2]=[N-:3].[NH2:26][C:27]1[N:35]=[C:34]2[C:30]([NH:31][CH:32]=[N:33]2)=[C:29]([Cl:36])[N:28]=1.[Si](OS(C(F)(F)F)(=O)=O)(C)(C)C.C(=O)(O)[O-].[Na+]. Product: [N:1]([C@@H:4]1[C@@H:8]([CH2:9][O:10][Si:11]([C:14]([CH3:17])([CH3:16])[CH3:15])([CH3:12])[CH3:13])[O:7][CH:6]([N:33]2[CH:32]=[N:31][C:30]3[C:34]2=[N:35][C:27]([NH2:26])=[N:28][C:29]=3[Cl:36])[CH2:5]1)=[N+:2]=[N-:3]. The catalyst class is: 10.